This data is from Reaction yield outcomes from USPTO patents with 853,638 reactions. The task is: Predict the reaction yield, written as a fraction of the theoretical maximum amount of product (1.0 means a 100% yield; for example, 0.34 means a 34% yield). The reactants are I[C:2]1[CH:10]=[CH:9][C:8]([N+:11]([O-:13])=[O:12])=[CH:7][C:3]=1[C:4]([NH2:6])=[O:5].C(=O)([O-])[O-].[Na+].[Na+].[S:20]1[C:24]2[CH:25]=[CH:26][CH:27]=[CH:28][C:23]=2[CH:22]=[C:21]1B(O)O. The catalyst is Cl[Pd](Cl)([P](C1C=CC=CC=1)(C1C=CC=CC=1)C1C=CC=CC=1)[P](C1C=CC=CC=1)(C1C=CC=CC=1)C1C=CC=CC=1.O1CCOCC1. The product is [S:20]1[C:24]2[CH:25]=[CH:26][CH:27]=[CH:28][C:23]=2[CH:22]=[C:21]1[C:2]1[CH:10]=[CH:9][C:8]([N+:11]([O-:13])=[O:12])=[CH:7][C:3]=1[C:4]([NH2:6])=[O:5]. The yield is 0.640.